Dataset: Forward reaction prediction with 1.9M reactions from USPTO patents (1976-2016). Task: Predict the product of the given reaction. The product is: [CH2:1]([O:8][C:9]([N:11]1[CH2:16][C@H:15]([O:17][CH2:18][C:19]2[CH:20]=[CH:21][C:22]3[O:27][CH2:26][CH2:25][N:24]([CH2:28][CH2:29][CH2:30][O:31][CH3:32])[C:23]=3[CH:33]=2)[C@@H:14]([C:34]2[CH:39]=[CH:38][C:37]([O:40][CH3:41])=[CH:36][CH:35]=2)[CH2:13][C@H:12]1[CH2:42][C:43](=[O:44])[NH:53][CH2:46][C:47]1[CH:52]=[CH:51][CH:50]=[CH:49][CH:48]=1)=[O:10])[C:2]1[CH:7]=[CH:6][CH:5]=[CH:4][CH:3]=1. Given the reactants [CH2:1]([O:8][C:9]([N:11]1[CH2:16][C@H:15]([O:17][CH2:18][C:19]2[CH:20]=[CH:21][C:22]3[O:27][CH2:26][CH2:25][N:24]([CH2:28][CH2:29][CH2:30][O:31][CH3:32])[C:23]=3[CH:33]=2)[C@@H:14]([C:34]2[CH:39]=[CH:38][C:37]([O:40][CH3:41])=[CH:36][CH:35]=2)[CH2:13][C@H:12]1[CH2:42][C:43](O)=[O:44])=[O:10])[C:2]1[CH:7]=[CH:6][CH:5]=[CH:4][CH:3]=1.[CH2:46]([NH2:53])[C:47]1[CH:52]=[CH:51][CH:50]=[CH:49][CH:48]=1, predict the reaction product.